From a dataset of HIV replication inhibition screening data with 41,000+ compounds from the AIDS Antiviral Screen. Binary Classification. Given a drug SMILES string, predict its activity (active/inactive) in a high-throughput screening assay against a specified biological target. (1) The result is 0 (inactive). The compound is O=c1[nH]c(=O)n(C2CC(O)C(CO)O2)cc1C(OCC(F)(F)F)OCC(F)(F)F. (2) The compound is Br.CCN(CC)CCOC(=O)C=Cc1ccccc1. The result is 0 (inactive). (3) The drug is COc1ccc(C2=Nc3ccccc3SC(C)C2)cc1OC. The result is 0 (inactive). (4) The result is 0 (inactive). The drug is CCN(CCCl)c1cc(C(=O)Nc2cc(NC(=O)c3cc(N(CC)CCCl)c([N+](=O)[O-])cc3[N+](=O)[O-])cc(C(=O)NCCN(C)C)c2)c([N+](=O)[O-])cc1[N+](=O)[O-].Cl. (5) The drug is O=C1NC2ON=C(c3ccccc3)C2C2ON=C(c3ccccc3)N12. The result is 0 (inactive). (6) The compound is CSc1c(C(=O)Nc2ccc(Cl)cc2)c(N)n(N)c(=O)c1C#N. The result is 0 (inactive). (7) The molecule is Cc1nc2ccccn2c1N=Nc1ccc(C(=O)NN)cc1. The result is 0 (inactive).